Predict the product of the given reaction. From a dataset of Forward reaction prediction with 1.9M reactions from USPTO patents (1976-2016). (1) Given the reactants [F:1][C:2]1[CH:3]=[CH:4][C:5]([N+:9]([O-:11])=[O:10])=[C:6]([OH:8])[CH:7]=1.[F:12][C:13]([F:26])([F:25])[S:14](O[S:14]([C:13]([F:26])([F:25])[F:12])(=[O:16])=[O:15])(=[O:16])=[O:15], predict the reaction product. The product is: [F:12][C:13]([F:26])([F:25])[S:14]([O:8][C:6]1[CH:7]=[C:2]([F:1])[CH:3]=[CH:4][C:5]=1[N+:9]([O-:11])=[O:10])(=[O:16])=[O:15]. (2) Given the reactants [C:1]([CH2:3][C:4]([NH2:6])=[O:5])#[N:2].[H-].[Na+].[Cl:9][C:10]1(C(F)=O)[N:15]=[C:14]([NH:16][CH2:17][CH3:18])[CH:13]=[CH:12][NH:11]1.CN([CH:25]=[O:26])C, predict the reaction product. The product is: [NH2:2][C:1]1[N:16]([CH2:17][CH3:18])[C:14]2[N:15]=[C:10]([Cl:9])[N:11]=[CH:12][C:13]=2[C:25](=[O:26])[C:3]=1[C:4]([NH2:6])=[O:5]. (3) Given the reactants [CH3:1][O:2][C:3]1[CH:11]=[C:10]2[C:6]([CH2:7][NH:8][C:9]2=[O:12])=[CH:5][CH:4]=1.Br[C:14]1[CH:23]=[C:22]2[C:17]([CH:18]=[CH:19][CH:20]=[N:21]2)=[CH:16][CH:15]=1.CC1(C)C2C(=C(P(C3C=CC=CC=3)C3C=CC=CC=3)C=CC=2)OC2C(P(C3C=CC=CC=3)C3C=CC=CC=3)=CC=CC1=2.C(=O)([O-])[O-].[Cs+].[Cs+], predict the reaction product. The product is: [CH3:1][O:2][C:3]1[CH:11]=[C:10]2[C:6]([CH2:7][N:8]([C:14]3[CH:23]=[C:22]4[C:17]([CH:18]=[CH:19][CH:20]=[N:21]4)=[CH:16][CH:15]=3)[C:9]2=[O:12])=[CH:5][CH:4]=1. (4) Given the reactants Cl[C:2]1[CH:7]=[CH:6][N:5]2[N:8]=[CH:9][C:10]([C:11]([O:13]CC)=[O:12])=[C:4]2[N:3]=1.Cl.[F:17][C:18]1[CH:19]=[CH:20][C:21]([O:29][CH3:30])=[C:22]([C@H:24]2[CH2:28][CH2:27][CH2:26][NH:25]2)[CH:23]=1.C(N(C(C)C)CC)(C)C.[OH-].[Na+], predict the reaction product. The product is: [F:17][C:18]1[CH:19]=[CH:20][C:21]([O:29][CH3:30])=[C:22]([C@H:24]2[CH2:28][CH2:27][CH2:26][N:25]2[C:2]2[CH:7]=[CH:6][N:5]3[N:8]=[CH:9][C:10]([C:11]([OH:13])=[O:12])=[C:4]3[N:3]=2)[CH:23]=1. (5) Given the reactants [B:1]([C:4]1[CH:12]=[CH:11][C:7]([C:8]([OH:10])=[O:9])=[CH:6][C:5]=1[O:13][CH3:14])([OH:3])[OH:2].O[C:16]([C:19](O)([CH3:21])[CH3:20])([CH3:18])[CH3:17], predict the reaction product. The product is: [CH3:14][O:13][C:5]1[CH:6]=[C:7]([CH:11]=[CH:12][C:4]=1[B:1]1[O:3][C:19]([CH3:21])([CH3:20])[C:16]([CH3:18])([CH3:17])[O:2]1)[C:8]([OH:10])=[O:9].